From a dataset of Reaction yield outcomes from USPTO patents with 853,638 reactions. Predict the reaction yield, written as a fraction of the theoretical maximum amount of product (1.0 means a 100% yield; for example, 0.34 means a 34% yield). The reactants are C1(C)C=CC(S([N:10]2[CH2:16][C:12]3([CH2:15][O:14][CH2:13]3)[CH2:11]2)(=O)=O)=CC=1.[Mg].[C:19]([OH:24])(=[O:23])[C:20]([OH:22])=[O:21]. The yield is 0.736. The catalyst is CO. The product is [C:19]([OH:24])(=[O:23])[C:20]([OH:22])=[O:21].[CH2:13]1[C:12]2([CH2:16][NH:10][CH2:11]2)[CH2:15][O:14]1.